From a dataset of Peptide-MHC class I binding affinity with 185,985 pairs from IEDB/IMGT. Regression. Given a peptide amino acid sequence and an MHC pseudo amino acid sequence, predict their binding affinity value. This is MHC class I binding data. (1) The peptide sequence is LTVKHMANV. The MHC is HLA-B15:17 with pseudo-sequence HLA-B15:17. The binding affinity (normalized) is 0.808. (2) The peptide sequence is WHTTKGAAL. The MHC is HLA-B27:05 with pseudo-sequence HLA-B27:05. The binding affinity (normalized) is 0.0847. (3) The peptide sequence is MLVGHMPFM. The MHC is HLA-A31:01 with pseudo-sequence HLA-A31:01. The binding affinity (normalized) is 0.0847.